The task is: Regression/Classification. Given a drug SMILES string, predict its absorption, distribution, metabolism, or excretion properties. Task type varies by dataset: regression for continuous measurements (e.g., permeability, clearance, half-life) or binary classification for categorical outcomes (e.g., BBB penetration, CYP inhibition). Dataset: cyp1a2_veith.. This data is from CYP1A2 inhibition data for predicting drug metabolism from PubChem BioAssay. (1) The drug is COC(Cn1c(C)c(C(C)=O)c(C(C)=O)c1C)OC. The result is 0 (non-inhibitor). (2) The molecule is COc1ccccc1OCCn1cc(C(=O)c2ccco2)c2ccccc21. The result is 1 (inhibitor). (3) The drug is COC(=O)[C@@]1(Cc2ccc(F)cc2)[C@H]2c3cc(C(=O)N(C)C)n(Cc4ccc(C)c(F)c4F)c3C[C@H]2CN1C(=O)c1ccccc1. The result is 0 (non-inhibitor). (4) The drug is CS(=O)(=O)Nc1c(O)ccc2c1CCC[C@H]2C1=NCCN1. The result is 0 (non-inhibitor). (5) The molecule is O=C(N/N=C/c1ccncc1)c1cc2c(ccc3ccccc32)o1. The result is 1 (inhibitor). (6) The drug is CCn1c(Cc2ccccc2)nnc1SCC(=O)NC(C)(C)C. The result is 0 (non-inhibitor). (7) The molecule is CCN(CC)CCC[C@H](C)Nc1c2ccc(Cl)cc2nc2ccc(OC)cc12.Cl.Cl.O.O. The result is 1 (inhibitor). (8) The molecule is C[C@@H](C(=O)O)[C@H]1C[C@]1(C)[C@H](NC(=O)OCc1ccccc1)c1ccccc1. The result is 0 (non-inhibitor).